From a dataset of Full USPTO retrosynthesis dataset with 1.9M reactions from patents (1976-2016). Predict the reactants needed to synthesize the given product. (1) Given the product [CH3:21][NH:22][CH2:2][C:3]1[N:4]=[C:5]([NH:8][C:9](=[O:15])[O:10][C:11]([CH3:14])([CH3:13])[CH3:12])[S:6][CH:7]=1, predict the reactants needed to synthesize it. The reactants are: Cl[CH2:2][C:3]1[N:4]=[C:5]([NH:8][C:9](=[O:15])[O:10][C:11]([CH3:14])([CH3:13])[CH3:12])[S:6][CH:7]=1.O1CCCC1.[CH3:21][NH2:22]. (2) Given the product [CH2:1]([S:11][CH2:12][CH:13]=[O:14])[CH2:2][CH2:3][CH2:4][CH2:5][CH2:6][CH2:7][CH2:8][CH2:9][CH3:10], predict the reactants needed to synthesize it. The reactants are: [CH2:1]([S:11][CH2:12][CH2:13][OH:14])[CH2:2][CH2:3][CH2:4][CH2:5][CH2:6][CH2:7][CH2:8][CH2:9][CH3:10].C(N(CC)C(C)C)(C)C. (3) Given the product [C:27]([C@@H:25]([C@H:23]([C:22]([OH:31])=[O:30])[OH:24])[OH:26])([OH:29])=[O:28].[N:1]1([C:6]2[CH:7]=[C:8]3[C:13](=[CH:14][CH:15]=2)[N:12]=[C:11]([C:16]2[CH:21]=[CH:20][CH:19]=[CH:18][CH:17]=2)[N:10]=[CH:9]3)[CH:5]=[CH:4][N:3]=[CH:2]1, predict the reactants needed to synthesize it. The reactants are: [N:1]1([C:6]2[CH:7]=[C:8]3[C:13](=[CH:14][CH:15]=2)[N:12]=[C:11]([C:16]2[CH:21]=[CH:20][CH:19]=[CH:18][CH:17]=2)[N:10]=[CH:9]3)[CH:5]=[CH:4][N:3]=[CH:2]1.[C:22]([OH:31])(=[O:30])[C@@H:23]([C@H:25]([C:27]([OH:29])=[O:28])[OH:26])[OH:24]. (4) Given the product [NH:8]1[CH2:9][CH2:10][CH:11]([CH2:14][O:15][C:16](=[O:17])[NH:18][C:22]2[CH:21]=[CH:32][C:26]([CH:23]([CH3:25])[CH3:24])=[CH:27][CH:28]=2)[CH2:12][CH2:13]1, predict the reactants needed to synthesize it. The reactants are: C(OC([N:8]1[CH2:13][CH2:12][CH:11]([CH2:14][O:15][C:16]([N:18]2[CH:22]=[CH:21]N=C2)=[O:17])[CH2:10][CH2:9]1)=O)(C)(C)C.[CH:23]([C:26]1[CH:32]=CC(N)=[CH:28][CH:27]=1)([CH3:25])[CH3:24].C(O)(C(F)(F)F)=O.C(Cl)Cl. (5) Given the product [Cl:7][C:5]1[CH:6]=[C:2]([C:10]2[CH:9]=[N:8][CH:13]=[CH:12][CH:11]=2)[S:3][CH:4]=1, predict the reactants needed to synthesize it. The reactants are: Br[C:2]1[S:3][CH:4]=[C:5]([Cl:7])[CH:6]=1.[N:8]1[CH:13]=[CH:12][CH:11]=[C:10](B(O)O)[CH:9]=1.C([O-])([O-])=O.[Na+].[Na+].N#N.C1C=CC(P(C2C=CC=CC=2)C2C=CC=CC=2)=CC=1. (6) Given the product [C:43]([O:16][C@H:11]1[C@H:10]([F:17])[C@H:9]([N:3]2[CH:2]=[CH:1][C:7]([NH:8][C:55](=[O:56])[C:24]3[CH:23]=[CH:12][CH:11]=[CH:10][CH:9]=3)=[N:6][C:4]2=[O:5])[O:13][C@@H:12]1[CH2:14][O:15][Si:29]([C:26]([CH3:28])([CH3:27])[CH3:25])([C:36]1[CH:41]=[CH:40][CH:39]=[CH:38][CH:37]=1)[C:30]1[CH:35]=[CH:34][CH:33]=[CH:32][CH:31]=1)(=[O:50])[C:44]1[CH:49]=[CH:48][CH:47]=[CH:46][CH:45]=1, predict the reactants needed to synthesize it. The reactants are: [CH:1]1[C:7]([NH2:8])=[N:6][C:4](=[O:5])[N:3]([C@@H:9]2[O:13][C@H:12]([CH2:14][OH:15])[C@@H:11]([OH:16])[C@H:10]2[F:17])[CH:2]=1.CCN([CH2:23][CH3:24])CC.[CH3:25][C:26]([Si:29](Cl)([C:36]1[CH:41]=[CH:40][CH:39]=[CH:38][CH:37]=1)[C:30]1[CH:35]=[CH:34][CH:33]=[CH:32][CH:31]=1)([CH3:28])[CH3:27].[C:43](Cl)(=[O:50])[C:44]1[CH:49]=[CH:48][CH:47]=[CH:46][CH:45]=1.CN([CH:55]=[O:56])C.